Dataset: Forward reaction prediction with 1.9M reactions from USPTO patents (1976-2016). Task: Predict the product of the given reaction. (1) Given the reactants [CH3:1][CH:2]1[CH2:7][CH2:6][N:5]([CH:8]2[CH2:13][CH2:12][NH:11][CH2:10][CH2:9]2)[CH2:4][CH2:3]1.[CH3:14][N:15]1[CH:19]=[C:18]([S:20](Cl)(=[O:22])=[O:21])[N:17]=[CH:16]1, predict the reaction product. The product is: [CH3:1][CH:2]1[CH2:7][CH2:6][N:5]([CH:8]2[CH2:13][CH2:12][N:11]([S:20]([C:18]3[N:17]=[CH:16][N:15]([CH3:14])[CH:19]=3)(=[O:22])=[O:21])[CH2:10][CH2:9]2)[CH2:4][CH2:3]1. (2) Given the reactants [Si:1]([O:8][CH2:9][C:10]1([CH3:38])[S:16][CH2:15][CH2:14][N:13]2[C:17]([C:20]3([C:23]4[CH:28]=[CH:27][C:26](B5OC(C)(C)C(C)(C)O5)=[CH:25][CH:24]=4)[CH2:22][CH2:21]3)=[N:18][N:19]=[C:12]2[CH2:11]1)([C:4]([CH3:7])([CH3:6])[CH3:5])([CH3:3])[CH3:2].Br[C:40]1[N:45]=[C:44]([C:46]#[N:47])[CH:43]=[CH:42][CH:41]=1.C(=O)([O-])[O-].[K+].[K+].C(=O)([O-])O.[Na+], predict the reaction product. The product is: [Si:1]([O:8][CH2:9][C:10]1([CH3:38])[S:16][CH2:15][CH2:14][N:13]2[C:17]([C:20]3([C:23]4[CH:28]=[CH:27][C:26]([C:40]5[N:45]=[C:44]([C:46]#[N:47])[CH:43]=[CH:42][CH:41]=5)=[CH:25][CH:24]=4)[CH2:21][CH2:22]3)=[N:18][N:19]=[C:12]2[CH2:11]1)([C:4]([CH3:5])([CH3:6])[CH3:7])([CH3:2])[CH3:3].